This data is from Forward reaction prediction with 1.9M reactions from USPTO patents (1976-2016). The task is: Predict the product of the given reaction. Given the reactants [C:1]([C:3]1[CH:8]=[C:7]([CH3:9])[N:6]=[C:5]([CH3:10])[CH:4]=1)#N.S(=O)(=O)(O)[OH:12].[OH-:16].[Na+], predict the reaction product. The product is: [CH3:10][C:5]1[CH:4]=[C:3]([CH:8]=[C:7]([CH3:9])[N:6]=1)[C:1]([OH:12])=[O:16].